This data is from Reaction yield outcomes from USPTO patents with 853,638 reactions. The task is: Predict the reaction yield, written as a fraction of the theoretical maximum amount of product (1.0 means a 100% yield; for example, 0.34 means a 34% yield). (1) The reactants are [N+:1]([C:4]1[CH:5]=[C:6]2[C:10](=[CH:11][CH:12]=1)[NH:9][C:8]([C:13]1[CH:18]=[CH:17][CH:16]=[CH:15][N:14]=1)=[CH:7]2)([O-])=O.Cl[Sn]Cl.O. The catalyst is CCO. The product is [N:14]1[CH:15]=[CH:16][CH:17]=[CH:18][C:13]=1[C:8]1[NH:9][C:10]2[C:6]([CH:7]=1)=[CH:5][C:4]([NH2:1])=[CH:12][CH:11]=2. The yield is 0.200. (2) The reactants are [Cl:1][C:2]1[CH:21]=[CH:20][C:5]([O:6][C:7]2[CH:19]=[CH:18][C:10]([C:11]([NH:13][CH2:14][CH2:15][O:16][CH3:17])=[O:12])=[CH:9][CH:8]=2)=[C:4]([N+:22]([O-])=O)[CH:3]=1.Cl[Sn]Cl. No catalyst specified. The product is [NH2:22][C:4]1[CH:3]=[C:2]([Cl:1])[CH:21]=[CH:20][C:5]=1[O:6][C:7]1[CH:19]=[CH:18][C:10]([C:11]([NH:13][CH2:14][CH2:15][O:16][CH3:17])=[O:12])=[CH:9][CH:8]=1. The yield is 1.00.